This data is from Reaction yield outcomes from USPTO patents with 853,638 reactions. The task is: Predict the reaction yield, written as a fraction of the theoretical maximum amount of product (1.0 means a 100% yield; for example, 0.34 means a 34% yield). (1) The reactants are [OH-].[Li+].[C:3]([C:7]1[CH:11]=[C:10]([C:12]([O:14]CC)=[O:13])[N:9]([C:17]2[CH:18]=[C:19]3[C:24](=[CH:25][CH:26]=2)[N:23]=[CH:22][CH:21]=[CH:20]3)[N:8]=1)([CH3:6])([CH3:5])[CH3:4]. The catalyst is O1CCOCC1.O.CCO. The product is [C:3]([C:7]1[CH:11]=[C:10]([C:12]([OH:14])=[O:13])[N:9]([C:17]2[CH:18]=[C:19]3[C:24](=[CH:25][CH:26]=2)[N:23]=[CH:22][CH:21]=[CH:20]3)[N:8]=1)([CH3:6])([CH3:4])[CH3:5]. The yield is 0.940. (2) The reactants are [N:1]1[N:2]2[CH:10]=[CH:9][CH:8]=[C:3]2[C:4]([NH2:7])=[N:5][CH:6]=1.[C:11](Cl)(=[O:16])[C:12]([CH3:15])([CH3:14])[CH3:13]. The catalyst is N1C=CC=CC=1. The product is [N:1]1[N:2]2[CH:10]=[CH:9][CH:8]=[C:3]2[C:4]([NH:7][C:11](=[O:16])[C:12]([CH3:15])([CH3:14])[CH3:13])=[N:5][CH:6]=1. The yield is 0.596. (3) The reactants are [CH:1]1([O:6][C:7](=[O:26])[C@@H:8]([NH:15][CH2:16][C:17]2[CH:22]=[CH:21][CH:20]=[CH:19][C:18]=2[N+:23]([O-:25])=[O:24])[C:9]2[CH:14]=[CH:13][CH:12]=[CH:11][CH:10]=2)[CH2:5][CH2:4][CH2:3][CH2:2]1.C([O-])([O-])=O.[K+].[K+].[C:33](O[C:33]([O:35][C:36]([CH3:39])([CH3:38])[CH3:37])=[O:34])([O:35][C:36]([CH3:39])([CH3:38])[CH3:37])=[O:34].O. The catalyst is C1COCC1. The product is [CH:1]1([O:6][C:7](=[O:26])[C@@H:8]([N:15]([C:33]([O:35][C:36]([CH3:39])([CH3:38])[CH3:37])=[O:34])[CH2:16][C:17]2[CH:22]=[CH:21][CH:20]=[CH:19][C:18]=2[N+:23]([O-:25])=[O:24])[C:9]2[CH:14]=[CH:13][CH:12]=[CH:11][CH:10]=2)[CH2:2][CH2:3][CH2:4][CH2:5]1. The yield is 0.480. (4) The reactants are [I:1][C:2]1[CH:7]=[CH:6][C:5]([CH2:8][CH2:9][NH2:10])=[CH:4][CH:3]=1.[CH3:11][O:12][C:13](=[O:25])[C:14]1[CH:19]=[C:18]([S:20](Cl)(=[O:22])=[O:21])[CH:17]=[CH:16][C:15]=1[CH3:24]. No catalyst specified. The product is [CH3:11][O:12][C:13](=[O:25])[C:14]1[CH:19]=[C:18]([S:20](=[O:21])(=[O:22])[NH:10][CH2:9][CH2:8][C:5]2[CH:6]=[CH:7][C:2]([I:1])=[CH:3][CH:4]=2)[CH:17]=[CH:16][C:15]=1[CH3:24]. The yield is 0.450. (5) The reactants are [F:1][C:2]1[CH:3]=[C:4]([CH:38]=[C:39]([F:41])[CH:40]=1)[CH2:5][N:6]1[CH:10]=[C:9]([C:11]2[C:19]3[C:14](=[N:15][CH:16]=[C:17]([C:20]4[CH:21]=[N:22][N:23]([CH:25]5[CH2:30][CH2:29][N:28](C(OC(C)(C)C)=O)[CH2:27][CH2:26]5)[CH:24]=4)[CH:18]=3)[NH:13][CH:12]=2)[CH:8]=[N:7]1.[ClH:42].CCOCC. The catalyst is CO.O1CCOCC1. The product is [ClH:42].[F:1][C:2]1[CH:3]=[C:4]([CH:38]=[C:39]([F:41])[CH:40]=1)[CH2:5][N:6]1[CH:10]=[C:9]([C:11]2[C:19]3[C:14](=[N:15][CH:16]=[C:17]([C:20]4[CH:21]=[N:22][N:23]([CH:25]5[CH2:26][CH2:27][NH:28][CH2:29][CH2:30]5)[CH:24]=4)[CH:18]=3)[NH:13][CH:12]=2)[CH:8]=[N:7]1. The yield is 0.303. (6) The reactants are [Br:1][C:2]1[S:6][C:5]([S:7](Cl)(=[O:9])=[O:8])=[CH:4][CH:3]=1.C(N(CC)CC)C.[C:18]([N:25]1[CH2:30][CH2:29][NH:28][CH2:27][CH2:26]1)([O:20][C:21]([CH3:24])([CH3:23])[CH3:22])=[O:19]. The catalyst is C1COCC1. The product is [C:21]([O:20][C:18]([N:25]1[CH2:30][CH2:29][N:28]([S:7]([C:5]2[S:6][C:2]([Br:1])=[CH:3][CH:4]=2)(=[O:9])=[O:8])[CH2:27][CH2:26]1)=[O:19])([CH3:24])([CH3:22])[CH3:23]. The yield is 0.860. (7) The reactants are Cl[C:2]1[N:7]=[C:6]([N:8]2[CH2:13][CH2:12][O:11][CH2:10][C@H:9]2[CH3:14])[CH:5]=[C:4]([C:15]2([S:18]([CH:21]([CH3:23])[CH3:22])(=[O:20])=[O:19])[CH2:17][CH2:16]2)[N:3]=1.C(=O)([O-])[O-].[Na+].[Na+].[NH:30]1[C:38]2[C:33](=[C:34](B(O)O)[CH:35]=[CH:36][CH:37]=2)[CH:32]=[CH:31]1. The catalyst is COCCOC.O.Cl[Pd](Cl)([P](C1C=CC=CC=1)(C1C=CC=CC=1)C1C=CC=CC=1)[P](C1C=CC=CC=1)(C1C=CC=CC=1)C1C=CC=CC=1. The product is [CH3:22][CH:21]([S:18]([C:15]1([C:4]2[CH:5]=[C:6]([N:8]3[CH2:13][CH2:12][O:11][CH2:10][C@H:9]3[CH3:14])[N:7]=[C:2]([C:34]3[CH:35]=[CH:36][CH:37]=[C:38]4[C:33]=3[CH:32]=[CH:31][NH:30]4)[N:3]=2)[CH2:17][CH2:16]1)(=[O:20])=[O:19])[CH3:23]. The yield is 0.240.